Dataset: Full USPTO retrosynthesis dataset with 1.9M reactions from patents (1976-2016). Task: Predict the reactants needed to synthesize the given product. Given the product [CH2:30]([S:37]([NH:40][C:41]([CH:43]1[CH2:48][CH2:47][N:46]([C:2]2[C:17]([C:18]#[N:19])=[CH:16][C:5]([C:6]([O:8][CH2:9][C:10]3[CH:15]=[CH:14][CH:13]=[CH:12][CH:11]=3)=[O:7])=[C:4]([CH3:20])[N:3]=2)[CH2:45][CH2:44]1)=[O:42])(=[O:38])=[O:39])[C:31]1[CH:32]=[CH:33][CH:34]=[CH:35][CH:36]=1, predict the reactants needed to synthesize it. The reactants are: Cl[C:2]1[C:17]([C:18]#[N:19])=[CH:16][C:5]([C:6]([O:8][CH2:9][C:10]2[CH:15]=[CH:14][CH:13]=[CH:12][CH:11]=2)=[O:7])=[C:4]([CH3:20])[N:3]=1.CCN(C(C)C)C(C)C.[CH2:30]([S:37]([NH:40][C:41]([CH:43]1[CH2:48][CH2:47][NH:46][CH2:45][CH2:44]1)=[O:42])(=[O:39])=[O:38])[C:31]1[CH:36]=[CH:35][CH:34]=[CH:33][CH:32]=1.C([O-])(O)=O.[Na+].